From a dataset of Reaction yield outcomes from USPTO patents with 853,638 reactions. Predict the reaction yield, written as a fraction of the theoretical maximum amount of product (1.0 means a 100% yield; for example, 0.34 means a 34% yield). The reactants are [H-].[Na+].[C:3]([O:7][C:8]([N:10]1[CH2:15][CH2:14][CH:13]([OH:16])[CH2:12][CH2:11]1)=[O:9])([CH3:6])([CH3:5])[CH3:4].Br[C:18]1[CH:23]=[CH:22][CH:21]=[CH:20][N:19]=1.O. The catalyst is CCCCCC.CS(C)=O. The product is [C:3]([O:7][C:8]([N:10]1[CH2:15][CH2:14][CH:13]([O:16][C:18]2[CH:23]=[CH:22][CH:21]=[CH:20][N:19]=2)[CH2:12][CH2:11]1)=[O:9])([CH3:6])([CH3:4])[CH3:5]. The yield is 0.670.